Task: Regression. Given a peptide amino acid sequence and an MHC pseudo amino acid sequence, predict their binding affinity value. This is MHC class I binding data.. Dataset: Peptide-MHC class I binding affinity with 185,985 pairs from IEDB/IMGT (1) The binding affinity (normalized) is 0.355. The MHC is H-2-Kb with pseudo-sequence H-2-Kb. The peptide sequence is THHYFVDL. (2) The peptide sequence is EYADVFHLY. The MHC is HLA-A26:01 with pseudo-sequence HLA-A26:01. The binding affinity (normalized) is 0.693. (3) The peptide sequence is IEEQVNKTM. The MHC is HLA-A01:01 with pseudo-sequence HLA-A01:01. The binding affinity (normalized) is 0.213. (4) The MHC is HLA-A02:01 with pseudo-sequence HLA-A02:01. The peptide sequence is RTSKASLER. The binding affinity (normalized) is 0.